This data is from Full USPTO retrosynthesis dataset with 1.9M reactions from patents (1976-2016). The task is: Predict the reactants needed to synthesize the given product. (1) Given the product [CH3:19][N:20]1[CH:24]=[C:23]([C:25]2[CH:26]=[CH:27][C:28]([C:2]3[C:11]4[C:6](=[CH:7][CH:8]=[C:9]([N:12]5[CH2:17][CH2:16][CH2:15][CH2:14][C:13]5=[O:18])[CH:10]=4)[CH:5]=[N:4][CH:3]=3)=[CH:29][CH:30]=2)[CH:22]=[N:21]1, predict the reactants needed to synthesize it. The reactants are: Cl[C:2]1[C:11]2[C:6](=[CH:7][CH:8]=[C:9]([N:12]3[CH2:17][CH2:16][CH2:15][CH2:14][C:13]3=[O:18])[CH:10]=2)[CH:5]=[N:4][CH:3]=1.[CH3:19][N:20]1[CH:24]=[C:23]([C:25]2[CH:30]=[CH:29][C:28](B3OC(C)(C)C(C)(C)O3)=[CH:27][CH:26]=2)[CH:22]=[N:21]1.C(=O)([O-])[O-].[Na+].[Na+].C(#N)C. (2) Given the product [SH:3][C:2]1[N:4]=[C:7]([OH:8])[C:6]([CH3:5])=[C:12]([OH:13])[N:1]=1, predict the reactants needed to synthesize it. The reactants are: [NH2:1][C:2]([NH2:4])=[S:3].[CH3:5][CH:6]([C:12](OCC)=[O:13])[C:7](OCC)=[O:8].C[O-].[Na+].